From a dataset of NCI-60 drug combinations with 297,098 pairs across 59 cell lines. Regression. Given two drug SMILES strings and cell line genomic features, predict the synergy score measuring deviation from expected non-interaction effect. (1) Drug 1: CC1C(C(CC(O1)OC2CC(CC3=C2C(=C4C(=C3O)C(=O)C5=C(C4=O)C(=CC=C5)OC)O)(C(=O)C)O)N)O.Cl. Drug 2: C1=CC=C(C(=C1)C(C2=CC=C(C=C2)Cl)C(Cl)Cl)Cl. Cell line: IGROV1. Synergy scores: CSS=28.2, Synergy_ZIP=-5.87, Synergy_Bliss=3.48, Synergy_Loewe=-64.7, Synergy_HSA=3.38. (2) Drug 1: CC1=C2C(C(=O)C3(C(CC4C(C3C(C(C2(C)C)(CC1OC(=O)C(C(C5=CC=CC=C5)NC(=O)OC(C)(C)C)O)O)OC(=O)C6=CC=CC=C6)(CO4)OC(=O)C)OC)C)OC. Drug 2: C1=CC(=CC=C1CC(C(=O)O)N)N(CCCl)CCCl.Cl. Cell line: SK-MEL-5. Synergy scores: CSS=16.3, Synergy_ZIP=-6.96, Synergy_Bliss=-10.9, Synergy_Loewe=-23.3, Synergy_HSA=-11.9. (3) Drug 1: CN(CCCl)CCCl.Cl. Drug 2: CC(C)CN1C=NC2=C1C3=CC=CC=C3N=C2N. Cell line: LOX IMVI. Synergy scores: CSS=31.5, Synergy_ZIP=-2.05, Synergy_Bliss=1.53, Synergy_Loewe=1.84, Synergy_HSA=1.97. (4) Drug 1: C1=CN(C(=O)N=C1N)C2C(C(C(O2)CO)O)O.Cl. Drug 2: COCCOC1=C(C=C2C(=C1)C(=NC=N2)NC3=CC=CC(=C3)C#C)OCCOC.Cl. Cell line: MOLT-4. Synergy scores: CSS=61.1, Synergy_ZIP=-0.980, Synergy_Bliss=-2.57, Synergy_Loewe=-12.0, Synergy_HSA=-2.69. (5) Drug 1: C1=NC(=NC(=O)N1C2C(C(C(O2)CO)O)O)N. Drug 2: CC(C)NC(=O)C1=CC=C(C=C1)CNNC.Cl. Cell line: A498. Synergy scores: CSS=5.65, Synergy_ZIP=-9.81, Synergy_Bliss=-11.0, Synergy_Loewe=-10.1, Synergy_HSA=-8.91. (6) Drug 1: COC1=CC(=CC(=C1O)OC)C2C3C(COC3=O)C(C4=CC5=C(C=C24)OCO5)OC6C(C(C7C(O6)COC(O7)C8=CC=CS8)O)O. Drug 2: CN1C(=O)N2C=NC(=C2N=N1)C(=O)N. Cell line: SK-MEL-5. Synergy scores: CSS=17.5, Synergy_ZIP=1.76, Synergy_Bliss=6.31, Synergy_Loewe=-28.9, Synergy_HSA=0.276.